Task: Predict which catalyst facilitates the given reaction.. Dataset: Catalyst prediction with 721,799 reactions and 888 catalyst types from USPTO (1) Reactant: [CH3:1][N:2]1[C:10]2[C:9]([O:11][C:12]3[CH:18]=[CH:17][C:15]([NH2:16])=[CH:14][CH:13]=3)=[N:8][CH:7]=[N:6][C:5]=2[CH:4]=[CH:3]1.[CH3:19][N:20](C)[CH:21]=[O:22].NC1[CH:29]=[C:28]([CH3:30])[O:27][N:26]=1. Product: [CH3:30][C:28]1[O:27][N:26]=[C:19]([NH:20][C:21]([NH:16][C:15]2[CH:17]=[CH:18][C:12]([O:11][C:9]3[C:10]4[N:2]([CH3:1])[CH:3]=[CH:4][C:5]=4[N:6]=[CH:7][N:8]=3)=[CH:13][CH:14]=2)=[O:22])[CH:29]=1. The catalyst class is: 6. (2) Reactant: [S:1](Cl)([CH3:4])(=[O:3])=[O:2].[OH:6][C@H:7]1[CH2:15][C:14]2[C:9](=[CH:10][CH:11]=[CH:12][CH:13]=2)[C@@H:8]1[NH:16][C:17](=[O:23])[O:18][C:19]([CH3:22])([CH3:21])[CH3:20].C(N(CC)CC)C. Product: [CH3:4][S:1]([O:6][C@H:7]1[CH2:15][C:14]2[C:9](=[CH:10][CH:11]=[CH:12][CH:13]=2)[C@@H:8]1[NH:16][C:17]([O:18][C:19]([CH3:22])([CH3:21])[CH3:20])=[O:23])(=[O:3])=[O:2]. The catalyst class is: 2. (3) Reactant: C([CH:8]([O:12][C:13]1[CH:18]=[CH:17][C:16]([C:19]2[S:20][C:21]([NH:45]C(OC(C)(C)C)=O)=[C:22]([C:24]([N:26]3[CH2:31][CH2:30][CH:29]([N:32]4[CH2:44][CH2:43][CH2:42][C:34]5([C:38](=[O:39])[O:37][C:36]([CH3:41])([CH3:40])[CH2:35]5)[CH2:33]4)[CH2:28][CH2:27]3)=[O:25])[CH:23]=2)=[CH:15][CH:14]=1)[C:9]([O-:11])=[O:10])C1C=CC=CC=1.C(=O)([O-])O.[Na+]. Product: [NH2:45][C:21]1[S:20][C:19]([C:16]2[CH:15]=[CH:14][C:13]([O:12][CH2:8][C:9]([O:11][CH2:19][C:16]3[CH:17]=[CH:18][CH:13]=[CH:14][CH:15]=3)=[O:10])=[CH:18][CH:17]=2)=[CH:23][C:22]=1[C:24]([N:26]1[CH2:31][CH2:30][CH:29]([N:32]2[CH2:44][CH2:43][CH2:42][C:34]3([C:38](=[O:39])[O:37][C:36]([CH3:40])([CH3:41])[CH2:35]3)[CH2:33]2)[CH2:28][CH2:27]1)=[O:25]. The catalyst class is: 55. (4) Reactant: [Cl:1][C:2]1[CH:7]=[CH:6][C:5]([C:8]2[N:12]([CH:13]3[CH2:15][CH2:14]3)[C:11](=[O:16])[N:10]([CH2:17][C:18](O)=[O:19])[N:9]=2)=[CH:4][CH:3]=1.C1C=CC2N(O)N=NC=2C=1.C(Cl)CCl.[NH2:35][C:36]([C:41]1[CH:46]=[CH:45][CH:44]=[C:43]([C:47]([F:50])([F:49])[F:48])[CH:42]=1)([CH3:40])[C:37]([OH:39])=[O:38].C(N(CC)C(C)C)(C)C. Product: [Cl:1][C:2]1[CH:7]=[CH:6][C:5]([C:8]2[N:12]([CH:13]3[CH2:14][CH2:15]3)[C:11](=[O:16])[N:10]([CH2:17][C:18]([NH:35][C:36]([C:41]3[CH:46]=[CH:45][CH:44]=[C:43]([C:47]([F:48])([F:49])[F:50])[CH:42]=3)([CH3:40])[C:37]([OH:39])=[O:38])=[O:19])[N:9]=2)=[CH:4][CH:3]=1. The catalyst class is: 3. (5) Reactant: [C:1]([OH:20])(=[O:19])[CH2:2][CH2:3][CH2:4][CH2:5][CH2:6][CH2:7][CH2:8][CH2:9][CH2:10][CH2:11][CH2:12][CH2:13][CH2:14][CH2:15][CH2:16][CH2:17][CH3:18].O[N:22]1[C:26](=[O:27])[CH2:25][CH2:24][C:23]1=[O:28].Cl.C(N=C=NCCCN(C)C)C.S([O-])([O-])(=O)=O.[Mg+2]. Product: [CH3:18][CH2:17][CH2:16][CH2:15][CH2:14][CH2:13][CH2:12][CH2:11][CH2:10][CH2:9][CH2:8][CH2:7][CH2:6][CH2:5][CH2:4][CH2:3][CH2:2][C:1]([O:20][N:22]1[C:26](=[O:27])[CH2:25][CH2:24][C:23]1=[O:28])=[O:19]. The catalyst class is: 46.